Dataset: Full USPTO retrosynthesis dataset with 1.9M reactions from patents (1976-2016). Task: Predict the reactants needed to synthesize the given product. (1) Given the product [CH3:36][O:37][CH2:30][C:28]1[NH:29][C:25]([C:21]2[C:22]([CH3:24])=[CH:23][C:2]([CH3:1])=[C:3]([CH:20]=2)[C:4]([N:6]2[CH2:7][CH2:8][CH:9]([C:12]3[CH:19]=[CH:18][C:15]([C:16]#[N:17])=[CH:14][CH:13]=3)[CH2:10][CH2:11]2)=[O:5])=[N:26][N:27]=1, predict the reactants needed to synthesize it. The reactants are: [CH3:1][C:2]1[CH:23]=[C:22]([CH3:24])[C:21]([C:25]2[NH:29][C:28]([CH2:30]C3CCOC3)=[N:27][N:26]=2)=[CH:20][C:3]=1[C:4]([N:6]1[CH2:11][CH2:10][CH:9]([C:12]2[CH:19]=[CH:18][C:15]([C:16]#[N:17])=[CH:14][CH:13]=2)[CH2:8][CH2:7]1)=[O:5].[CH3:36][O:37]CC(NN)=O.O1CCC(CC(NN)=O)C1. (2) Given the product [F:1][C:2]1[CH:28]=[CH:27][C:5]2[N:6]=[C:7]([N:20]3[CH2:21][CH2:22][N:23]([CH3:26])[CH2:24][CH2:25]3)[C:8]3[C:13]4[CH:14]=[CH:15][C:16]([OH:18])=[CH:17][C:12]=4[S:11][C:9]=3[NH:10][C:4]=2[CH:3]=1, predict the reactants needed to synthesize it. The reactants are: [F:1][C:2]1[CH:28]=[CH:27][C:5]2[N:6]=[C:7]([N:20]3[CH2:25][CH2:24][N:23]([CH3:26])[CH2:22][CH2:21]3)[C:8]3[C:13]4[CH:14]=[CH:15][C:16]([O:18]C)=[CH:17][C:12]=4[S:11][C:9]=3[NH:10][C:4]=2[CH:3]=1.C(S)(S)C.[Cl-].[Al+3].[Cl-].[Cl-].[OH-].[Na+]. (3) Given the product [CH2:55]1[C:4]2[C:3](=[CH:8][CH:7]=[CH:6][CH:5]=2)[CH2:57][N:56]1[C:32](=[S:35])[NH2:72], predict the reactants needed to synthesize it. The reactants are: CO[C:3]1[CH:8]=[CH:7][CH:6]=[CH:5][C:4]=1OC.BrCC1C=C(OC)C(OC)=CC=1CBr.C=O.[Na].CC1C=C[C:32]([S:35](N)(=O)=O)=CC=1.[O-]CC.[Na+].C1(O)C=CC=CC=1.C(O)(=O)CC.[CH2:55]1C2C(CC=CC=2)[CH2:57][NH:56]1.FC(F)(F)C(O)=O.C1C2C(CC=CC=2)C[NH:72]1.S(Cl)(Cl)(=O)=O.C(Cl)(Cl)=S.C(N1C=CN=C1)(N1C=CN=C1)=S. (4) Given the product [F:54][C:55]1[CH:60]=[C:59]([F:61])[C:58]([F:62])=[CH:57][C:56]=1[NH:63][C:64](=[O:65])[NH:32][C:33]1[CH:38]=[CH:37][C:36]([C:39]2[S:43][C:42]([CH2:44][CH2:45][NH:46][C:47](=[O:53])[O:48][C:49]([CH3:50])([CH3:52])[CH3:51])=[N:41][CH:40]=2)=[CH:35][CH:34]=1, predict the reactants needed to synthesize it. The reactants are: FC(F)(F)C1C=C(NC(=O)NC2C=CC(C3SC(CCC(OC)=O)=NC=3)=CC=2)C=CC=1.[NH2:32][C:33]1[CH:38]=[CH:37][C:36]([C:39]2[S:43][C:42]([CH2:44][CH2:45][NH:46][C:47](=[O:53])[O:48][C:49]([CH3:52])([CH3:51])[CH3:50])=[N:41][CH:40]=2)=[CH:35][CH:34]=1.[F:54][C:55]1[CH:60]=[C:59]([F:61])[C:58]([F:62])=[CH:57][C:56]=1[N:63]=[C:64]=[O:65]. (5) Given the product [F:11][C:7]1[CH:8]=[CH:9][CH:10]=[C:2]([F:1])[C:3]=1[C:4]([C:18]1[C:19]2[C:20](=[C:21]([NH:25][C:26]([CH:28]3[CH2:29][CH2:30]3)=[O:27])[N:22]=[CH:23][CH:24]=2)[NH:31][C:17]=1[CH3:16])=[O:6], predict the reactants needed to synthesize it. The reactants are: [F:1][C:2]1[CH:10]=[CH:9][CH:8]=[C:7]([F:11])[C:3]=1[C:4]([OH:6])=O.S(Cl)(Cl)=O.[CH3:16][C:17]1[NH:31][C:20]2=[C:21]([NH:25][C:26]([CH:28]3[CH2:30][CH2:29]3)=[O:27])[N:22]=[CH:23][CH:24]=[C:19]2[CH:18]=1.[Cl-].[Al+3].[Cl-].[Cl-].